This data is from Reaction yield outcomes from USPTO patents with 853,638 reactions. The task is: Predict the reaction yield, written as a fraction of the theoretical maximum amount of product (1.0 means a 100% yield; for example, 0.34 means a 34% yield). (1) The reactants are [Cl:1][C:2]1[CH:7]=[C:6]([C:8]2[N:13]=[N:12][C:11](SC)=[N:10][CH:9]=2)[CH:5]=[C:4]([Cl:16])[C:3]=1[OH:17].[Cl:18][C:19]1[C:26]([Cl:27])=[CH:25][CH:24]=[CH:23][C:20]=1[CH2:21][NH2:22]. The catalyst is CS(C)=O. The product is [Cl:1][C:2]1[CH:7]=[C:6]([C:8]2[N:13]=[N:12][C:11]([NH:22][CH2:21][C:20]3[CH:23]=[CH:24][CH:25]=[C:26]([Cl:27])[C:19]=3[Cl:18])=[N:10][CH:9]=2)[CH:5]=[C:4]([Cl:16])[C:3]=1[OH:17]. The yield is 0.160. (2) The reactants are CO[C:3](=[O:31])[CH2:4][CH2:5][C:6]1[C:7]([NH:22][C:23]2[C:28]([F:29])=[CH:27][CH:26]=[CH:25][C:24]=2[F:30])=[N:8][C:9]([S:20][CH3:21])=[N:10][C:11]=1[C:12]1[CH:17]=[CH:16][C:15]([F:18])=[CH:14][C:13]=1[CH3:19].C[O-].[Na+]. The catalyst is CO. The product is [F:30][C:24]1[CH:25]=[CH:26][CH:27]=[C:28]([F:29])[C:23]=1[N:22]1[C:7]2[N:8]=[C:9]([S:20][CH3:21])[N:10]=[C:11]([C:12]3[CH:17]=[CH:16][C:15]([F:18])=[CH:14][C:13]=3[CH3:19])[C:6]=2[CH2:5][CH2:4][C:3]1=[O:31]. The yield is 0.210. (3) The reactants are [NH:1]([C:8]1[N:9]([C:24]2[CH:29]=[CH:28][CH:27]=[CH:26][CH:25]=2)[C:10]2[C:15]([C:16](=[O:18])[CH:17]=1)=[C:14]([C:19]([F:22])([F:21])[F:20])[CH:13]=[C:12](Cl)[N:11]=2)[C:2]1[CH:7]=[CH:6][CH:5]=[CH:4][CH:3]=1.[CH3:30][S:31]([NH2:34])(=[O:33])=[O:32].C([O-])([O-])=O.[K+].[K+]. The catalyst is CS(C)=O. The product is [NH:1]([C:8]1[N:9]([C:24]2[CH:29]=[CH:28][CH:27]=[CH:26][CH:25]=2)[C:10]2[N:11]=[C:12]([NH:34][S:31]([CH3:30])(=[O:33])=[O:32])[CH:13]=[C:14]([C:19]([F:22])([F:21])[F:20])[C:15]=2[C:16](=[O:18])[CH:17]=1)[C:2]1[CH:7]=[CH:6][CH:5]=[CH:4][CH:3]=1. The yield is 0.0400. (4) The reactants are [CH3:1][O:2][C:3]1[N:8]=[CH:7][C:6]([CH2:9][C:10]2[C:11](=[O:20])[N:12]=[C:13]([NH:16][N+:17]([O-:19])=[O:18])[NH:14][CH:15]=2)=[CH:5][N:4]=1.[CH3:21]I. The catalyst is C(Cl)(Cl)Cl. The product is [CH3:21][N:14]1[CH:15]=[C:10]([CH2:9][C:6]2[CH:7]=[N:8][C:3]([O:2][CH3:1])=[N:4][CH:5]=2)[C:11](=[O:20])[N:12]=[C:13]1[NH:16][N+:17]([O-:19])=[O:18]. The yield is 0.167. (5) The reactants are [SH:1][C:2]1[CH:9]=[C:8]([C:10]2[C:11]([C:15]([F:18])([F:17])[F:16])=[N:12][NH:13][CH:14]=2)[CH:7]=[CH:6][C:3]=1[C:4]#[N:5].O. The catalyst is CS(C)=O. The product is [S:1]([C:6]1[CH:7]=[C:8]([C:10]2[C:11]([C:15]([F:16])([F:17])[F:18])=[N:12][NH:13][CH:14]=2)[CH:9]=[CH:2][C:3]=1[C:4]#[N:5])[C:2]1[CH:9]=[C:8]([C:10]2[C:11]([C:15]([F:16])([F:18])[F:17])=[N:12][NH:13][CH:14]=2)[CH:7]=[CH:6][C:3]=1[C:4]#[N:5]. The yield is 0.424. (6) The reactants are [C:1]1([C:7]#[CH:8])[CH:6]=[CH:5][CH:4]=[CH:3][CH:2]=1.[CH3:9][CH:10]([CH3:13])[CH:11]=O.[CH2:14]([NH:21][CH2:22][C:23]1[CH:28]=[CH:27][CH:26]=[CH:25][CH:24]=1)[C:15]1[CH:20]=[CH:19][CH:18]=[CH:17][CH:16]=1. The catalyst is C1(C)C=CC=CC=1. The product is [CH2:22]([N:21]([CH2:14][C:15]1[CH:20]=[CH:19][CH:18]=[CH:17][CH:16]=1)[CH:9]([CH:10]([CH3:13])[CH3:11])[C:8]#[C:7][C:1]1[CH:6]=[CH:5][CH:4]=[CH:3][CH:2]=1)[C:23]1[CH:28]=[CH:27][CH:26]=[CH:25][CH:24]=1. The yield is 0.850. (7) The reactants are Cl[C:2]1[C:7]([CH3:8])=[N:6][C:5]([CH3:9])=[CH:4][N:3]=1.[O:10]([C:17]1[CH:22]=[CH:21][C:20](B(O)O)=[CH:19][CH:18]=1)[C:11]1[CH:16]=[CH:15][CH:14]=[CH:13][CH:12]=1.C(=O)([O-])[O-].[Na+].[Na+]. The catalyst is C1C=CC(P(C2C=CC=CC=2)C2C=CC=CC=2)=CC=1.C1C=CC(P(C2C=CC=CC=2)C2C=CC=CC=2)=CC=1.Cl[Pd]Cl.ClCCl.O.C(#N)C. The product is [CH3:8][C:7]1[C:2]([C:20]2[CH:21]=[CH:22][C:17]([O:10][C:11]3[CH:16]=[CH:15][CH:14]=[CH:13][CH:12]=3)=[CH:18][CH:19]=2)=[N:3][CH:4]=[C:5]([CH3:9])[N:6]=1. The yield is 0.890. (8) The reactants are [N+:1]([C:4]1[CH:9]=[CH:8][C:7]([C:10]2[C:14]([C:15]3[CH:20]=[CH:19][N:18]=[C:17]4[N:21]([S:32]([C:35]5[CH:40]=[CH:39][CH:38]=[CH:37][CH:36]=5)(=[O:34])=[O:33])[C:22]([C:24]5[CH:29]=[CH:28][CH:27]=[C:26]([CH:30]=O)[CH:25]=5)=[CH:23][C:16]=34)=[CH:13][N:12]([CH2:41][CH3:42])[N:11]=2)=[CH:6][CH:5]=1)([O-:3])=[O:2].[CH3:43][NH:44][CH3:45].C(O[BH-](OC(=O)C)OC(=O)C)(=O)C.[Na+]. The catalyst is O1CCCC1. The product is [N+:1]([C:4]1[CH:9]=[CH:8][C:7]([C:10]2[C:14]([C:15]3[CH:20]=[CH:19][N:18]=[C:17]4[N:21]([S:32]([C:35]5[CH:40]=[CH:39][CH:38]=[CH:37][CH:36]=5)(=[O:34])=[O:33])[C:22]([C:24]5[CH:29]=[CH:28][CH:27]=[C:26]([CH2:30][N:44]([CH3:45])[CH3:43])[CH:25]=5)=[CH:23][C:16]=34)=[CH:13][N:12]([CH2:41][CH3:42])[N:11]=2)=[CH:6][CH:5]=1)([O-:3])=[O:2]. The yield is 0.870.